From a dataset of Full USPTO retrosynthesis dataset with 1.9M reactions from patents (1976-2016). Predict the reactants needed to synthesize the given product. (1) Given the product [NH2:67][C:65]([NH:64][C:62]1[S:63][C:59]([C:56]2[CH:57]=[CH:58][C:53]([NH:52][C:38](=[O:40])[C:37]3[CH:36]=[CH:35][C:34]([CH2:33][N:26]([CH3:25])[C:27]4[CH:28]=[CH:29][CH:30]=[CH:31][CH:32]=4)=[CH:42][CH:41]=3)=[CH:54][CH:55]=2)=[C:60]([CH3:68])[N:61]=1)=[NH:66], predict the reactants needed to synthesize it. The reactants are: F[P-](F)(F)(F)(F)F.N1(OC(N(C)C)=[N+](C)C)C2N=CC=CC=2N=N1.[CH3:25][N:26]([CH2:33][C:34]1[CH:42]=[CH:41][C:37]([C:38]([OH:40])=O)=[CH:36][CH:35]=1)[C:27]1[CH:32]=[CH:31][CH:30]=[CH:29][CH:28]=1.C(N(CC)C(C)C)(C)C.[NH2:52][C:53]1[CH:58]=[CH:57][C:56]([C:59]2[S:63][C:62]([N:64]=[C:65]([NH2:67])[NH2:66])=[N:61][C:60]=2[CH3:68])=[CH:55][CH:54]=1. (2) The reactants are: [Si]([O:8][CH2:9][C:10]1[S:14][C:13]([C:15]2[N:20]=[N:19][C:18]([N:21]([CH2:29][C:30]3([C:34]4[C:39]([F:40])=[CH:38][CH:37]=[CH:36][N:35]=4)[CH2:33][CH2:32][CH2:31]3)[C:22](=[O:28])[O:23][C:24]([CH3:27])([CH3:26])[CH3:25])=[CH:17][CH:16]=2)=[N:12][CH:11]=1)(C(C)(C)C)(C)C.CCCC[N+](CCCC)(CCCC)CCCC.[F-].[Cl-].[NH4+]. Given the product [F:40][C:39]1[C:34]([C:30]2([CH2:29][N:21]([C:18]3[N:19]=[N:20][C:15]([C:13]4[S:14][C:10]([CH2:9][OH:8])=[CH:11][N:12]=4)=[CH:16][CH:17]=3)[C:22](=[O:28])[O:23][C:24]([CH3:27])([CH3:26])[CH3:25])[CH2:33][CH2:32][CH2:31]2)=[N:35][CH:36]=[CH:37][CH:38]=1, predict the reactants needed to synthesize it. (3) Given the product [Cl:1][C:2]1[C:3]([OH:40])=[C:4]([S:9]([N:12]([CH2:13][C:14]2[CH:19]=[CH:18][CH:17]=[C:16]([CH2:20][N:21]([CH2:22][CH:23]([CH3:25])[CH3:24])[C:50]([NH:49][C:43]3[CH:44]=[CH:45][CH:46]=[C:47]([Cl:48])[C:42]=3[Cl:41])=[O:51])[CH:15]=2)[CH2:26][C:27]2[CH:32]=[CH:31][C:30]([C:33]3[CH:34]=[CH:35][C:36]([F:39])=[CH:37][CH:38]=3)=[CH:29][CH:28]=2)(=[O:11])=[O:10])[CH:5]=[C:6]([Cl:8])[CH:7]=1, predict the reactants needed to synthesize it. The reactants are: [Cl:1][C:2]1[C:3]([OH:40])=[C:4]([S:9]([N:12]([CH2:26][C:27]2[CH:32]=[CH:31][C:30]([C:33]3[CH:38]=[CH:37][C:36]([F:39])=[CH:35][CH:34]=3)=[CH:29][CH:28]=2)[CH2:13][C:14]2[CH:19]=[CH:18][CH:17]=[C:16]([CH2:20][NH:21][CH2:22][CH:23]([CH3:25])[CH3:24])[CH:15]=2)(=[O:11])=[O:10])[CH:5]=[C:6]([Cl:8])[CH:7]=1.[Cl:41][C:42]1[C:47]([Cl:48])=[CH:46][CH:45]=[CH:44][C:43]=1[N:49]=[C:50]=[O:51].